From a dataset of Peptide-MHC class II binding affinity with 134,281 pairs from IEDB. Regression. Given a peptide amino acid sequence and an MHC pseudo amino acid sequence, predict their binding affinity value. This is MHC class II binding data. (1) The peptide sequence is GVTCGPGHGISVGSL. The MHC is DRB1_0301 with pseudo-sequence DRB1_0301. The binding affinity (normalized) is 0. (2) The binding affinity (normalized) is 0.463. The peptide sequence is ASATAGTTVYGAFAA. The MHC is HLA-DQA10401-DQB10402 with pseudo-sequence HLA-DQA10401-DQB10402. (3) The peptide sequence is AFILDGDNLFPKV. The MHC is HLA-DPA10201-DPB10501 with pseudo-sequence HLA-DPA10201-DPB10501. The binding affinity (normalized) is 0.180. (4) The peptide sequence is RLEFDEFVTLAAKFI. The MHC is HLA-DPA10201-DPB10501 with pseudo-sequence HLA-DPA10201-DPB10501. The binding affinity (normalized) is 0.584. (5) The peptide sequence is SGHAFGAMAKKGDEQ. The MHC is HLA-DQA10102-DQB10602 with pseudo-sequence HLA-DQA10102-DQB10602. The binding affinity (normalized) is 0.467. (6) The peptide sequence is AFKVAATAANAGPAN. The MHC is DRB1_0701 with pseudo-sequence DRB1_0701. The binding affinity (normalized) is 0.716. (7) The peptide sequence is NALQNLARTISEAGQ. The MHC is DRB1_1501 with pseudo-sequence DRB1_1501. The binding affinity (normalized) is 0.152.